Task: Predict the product of the given reaction.. Dataset: Forward reaction prediction with 1.9M reactions from USPTO patents (1976-2016) (1) Given the reactants [CH2:1]([NH:4][CH2:5][CH:6]1[CH2:8][CH2:7]1)[CH2:2][CH3:3].C[Al](C)C.CCCCCCC.CO[C:22]([C:24]1[N:25]([CH3:41])[N:26]=[C:27]2[C:32]=1[CH:31]=[CH:30][CH:29]=[C:28]2[C:33]1[CH:38]=[CH:37][C:36]([Cl:39])=[CH:35][C:34]=1[Cl:40])=[O:23].[OH-].[Na+], predict the reaction product. The product is: [CH:6]1([CH2:5][N:4]([CH2:1][CH2:2][CH3:3])[C:22]([C:24]2[N:25]([CH3:41])[N:26]=[C:27]3[C:32]=2[CH:31]=[CH:30][CH:29]=[C:28]3[C:33]2[CH:38]=[CH:37][C:36]([Cl:39])=[CH:35][C:34]=2[Cl:40])=[O:23])[CH2:8][CH2:7]1. (2) Given the reactants Cl.[F:2][C:3]1[CH:8]=[CH:7][C:6]([C:9]2[CH2:13][C:12]([C:18]3[CH:23]=[C:22]([Cl:24])[C:21]([Cl:25])=[C:20]([Cl:26])[CH:19]=3)([C:14]([F:17])([F:16])[F:15])[O:11][N:10]=2)=[CH:5][C:4]=1[CH2:27][NH2:28].[C:29](Cl)(=[O:32])[CH2:30][CH3:31], predict the reaction product. The product is: [F:2][C:3]1[CH:8]=[CH:7][C:6]([C:9]2[CH2:13][C:12]([C:18]3[CH:23]=[C:22]([Cl:24])[C:21]([Cl:25])=[C:20]([Cl:26])[CH:19]=3)([C:14]([F:17])([F:15])[F:16])[O:11][N:10]=2)=[CH:5][C:4]=1[CH2:27][NH:28][C:29](=[O:32])[CH2:30][CH3:31]. (3) The product is: [F:9][C:8]1[C:3]([C:1](=[NH:2])[O:14][CH3:13])=[N:4][CH:5]=[C:6]([O:12][CH3:11])[CH:7]=1. Given the reactants [C:1]([C:3]1[C:8]([F:9])=[CH:7][C:6](F)=[CH:5][N:4]=1)#[N:2].[CH3:11][OH:12].[CH3:13][O-:14].[Na+], predict the reaction product. (4) Given the reactants [CH3:1][O:2][C:3](=[O:25])[CH2:4][N:5]1[C:11]2[CH:12]=[CH:13][CH:14]=[CH:15][C:10]=2[NH:9][CH2:8][C@H:7]([NH:16][C:17]([O:19][C:20]([CH3:23])([CH3:22])[CH3:21])=[O:18])[C:6]1=[O:24].BrCC(OC[C:32]1[CH:37]=[CH:36][CH:35]=[CH:34][CH:33]=1)=O, predict the reaction product. The product is: [CH2:1]([O:2][C:3](=[O:25])[CH2:4][N:5]1[C:11]2[CH:12]=[CH:13][CH:14]=[CH:15][C:10]=2[NH:9][CH2:8][C@H:7]([NH:16][C:17]([O:19][C:20]([CH3:22])([CH3:21])[CH3:23])=[O:18])[C:6]1=[O:24])[C:32]1[CH:37]=[CH:36][CH:35]=[CH:34][CH:33]=1.